Binary Classification. Given a drug SMILES string, predict its activity (active/inactive) in a high-throughput screening assay against a specified biological target. From a dataset of HIV replication inhibition screening data with 41,000+ compounds from the AIDS Antiviral Screen. (1) The molecule is N#Cc1sc2c(c1OC(=O)c1ccco1)c(=O)n(-c1ccccc1)c(=S)n2-c1ccccc1. The result is 0 (inactive). (2) The compound is CCN(CC)CC(=O)Nc1ccccc1C. The result is 0 (inactive). (3) The result is 0 (inactive). The compound is COC(=O)c1ccccc1N=C(NC1CCCCCC1)NS(=O)(=O)c1ccc(C)cc1. (4) The drug is COc1ccc(C2Oc3cc(OC)c(O)c(C)c3C2C)cc1. The result is 0 (inactive). (5) The drug is O=C(C=Cc1cccs1)c1ccccc1Cl. The result is 0 (inactive). (6) The compound is Clc1ccc(C2=CC(c3ccccc3)N3C(=NC4CCCCC43)N2)cc1. The result is 0 (inactive). (7) The compound is Cc1ccnc(NS(=O)(=O)c2ccc(N=Cc3ccccc3O)cc2)n1. The result is 0 (inactive).